This data is from Peptide-MHC class II binding affinity with 134,281 pairs from IEDB. The task is: Regression. Given a peptide amino acid sequence and an MHC pseudo amino acid sequence, predict their binding affinity value. This is MHC class II binding data. (1) The peptide sequence is QEMIKYMTLVSAAER. The MHC is DRB1_1101 with pseudo-sequence DRB1_1101. The binding affinity (normalized) is 0.354. (2) The peptide sequence is IPKGDFLTGPLNFTG. The MHC is HLA-DQA10104-DQB10503 with pseudo-sequence HLA-DQA10104-DQB10503. The binding affinity (normalized) is 0.0639. (3) The peptide sequence is VNEPTAAAIAYGLDR. The MHC is HLA-DQA10102-DQB10602 with pseudo-sequence HLA-DQA10102-DQB10602. The binding affinity (normalized) is 0.795. (4) The peptide sequence is FGPASFARIETAFAN. The MHC is DRB1_0101 with pseudo-sequence DRB1_0101. The binding affinity (normalized) is 1.00. (5) The peptide sequence is AIKFDFSTGLIIQGL. The MHC is HLA-DPA10201-DPB11401 with pseudo-sequence HLA-DPA10201-DPB11401. The binding affinity (normalized) is 0.624. (6) The peptide sequence is TAAVELARALVRAVA. The MHC is DRB1_0405 with pseudo-sequence DRB1_0405. The binding affinity (normalized) is 0.359.